From a dataset of Full USPTO retrosynthesis dataset with 1.9M reactions from patents (1976-2016). Predict the reactants needed to synthesize the given product. (1) Given the product [CH:11]([N:24]1[CH2:27][C:26](=[O:28])[CH2:25]1)([C:18]1[CH:23]=[CH:22][CH:21]=[CH:20][CH:19]=1)[C:12]1[CH:13]=[CH:14][CH:15]=[CH:16][CH:17]=1, predict the reactants needed to synthesize it. The reactants are: N1C=CC=CC=1S(O)(=O)=O.[CH:11]([N:24]1[CH2:27][CH:26]([OH:28])[CH2:25]1)([C:18]1[CH:23]=[CH:22][CH:21]=[CH:20][CH:19]=1)[C:12]1[CH:17]=[CH:16][CH:15]=[CH:14][CH:13]=1. (2) Given the product [CH3:1][N:2]1[CH2:40][CH2:39][CH2:38][C@@:3]1([CH3:41])[C:4]([NH:6][C@H:7]([C:11]([N:13]([C@@H:15]([C@@H:34]([CH3:37])[CH2:35][CH3:36])[C@H:16]([O:32][CH3:33])[CH2:17][C:18]([N:61]1[CH2:62][CH2:63][CH2:64][C@H:60]1[C@H:54]([O:53][CH3:52])[C@H:55]([C:56]([OH:58])=[O:57])[CH3:59])=[O:31])[CH3:14])=[O:12])[CH:8]([CH3:9])[CH3:10])=[O:5], predict the reactants needed to synthesize it. The reactants are: [CH3:1][N:2]1[CH2:40][CH2:39][CH2:38][C@@:3]1([CH3:41])[C:4]([NH:6][C@H:7]([C:11]([N:13]([C@@H:15]([C@@H:34]([CH3:37])[CH2:35][CH3:36])[C@H:16]([O:32][CH3:33])[CH2:17][C:18](=[O:31])OC1C(F)=C(F)C(F)=C(F)C=1F)[CH3:14])=[O:12])[CH:8]([CH3:10])[CH3:9])=[O:5].C(N(C(C)C)CC)(C)C.Cl.[CH3:52][O:53][C@@H:54]([C@@H:60]1[CH2:64][CH2:63][CH2:62][NH:61]1)[C@@H:55]([CH3:59])[C:56]([OH:58])=[O:57]. (3) Given the product [C:1]([O:4][CH2:5][C:6]1[CH:11]=[CH:10][CH:9]=[C:8]([CH2:12][CH2:13][C:14](=[O:16])[CH3:15])[C:7]=1[B:23]1[O:27][C:26]([CH3:29])([CH3:28])[C:25]([CH3:31])([CH3:30])[O:24]1)(=[O:3])[CH3:2], predict the reactants needed to synthesize it. The reactants are: [C:1]([O:4][CH2:5][C:6]1[CH:11]=[CH:10][CH:9]=[C:8]([CH2:12][CH2:13][C:14](=[O:16])[CH3:15])[C:7]=1Br)(=[O:3])[CH3:2].CC([O-])=O.[K+].[B:23]1([B:23]2[O:27][C:26]([CH3:29])([CH3:28])[C:25]([CH3:31])([CH3:30])[O:24]2)[O:27][C:26]([CH3:29])([CH3:28])[C:25]([CH3:31])([CH3:30])[O:24]1.N#N. (4) Given the product [OH:50][CH2:51][CH2:52][CH2:53][N:54]1[CH:58]=[C:57]([C:59]2[CH:64]=[CH:63][C:62]([NH:65][C:66]3[C:71]([C:72]([F:74])([F:73])[F:75])=[CH:70][N:69]=[C:68]([NH:76][C:77]4[CH:91]=[CH:90][C:80]([CH2:81][P:82](=[O:86])([OH:89])[O:83][CH2:84][CH3:85])=[CH:79][C:78]=4[O:92][CH3:93])[N:67]=3)=[C:61]([C:94](=[O:97])[NH:95][CH3:96])[C:60]=2[O:98][CH3:99])[CH:56]=[N:55]1, predict the reactants needed to synthesize it. The reactants are: C(N(CC)C(C1C=C(C2C=NN(CCCO)C=2)C=CC=1NC1C(C(F)(F)F)=CN=C(NC2C=CC(CP(=O)(O)OCC)=CC=2OC)N=1)=O)C.[OH:50][CH2:51][CH2:52][CH2:53][N:54]1[CH:58]=[C:57]([C:59]2[CH:64]=[CH:63][C:62]([NH:65][C:66]3[C:71]([C:72]([F:75])([F:74])[F:73])=[CH:70][N:69]=[C:68]([NH:76][C:77]4[CH:91]=[CH:90][C:80]([CH2:81][P:82](=[O:89])([O:86]CC)[O:83][CH2:84][CH3:85])=[CH:79][C:78]=4[O:92][CH3:93])[N:67]=3)=[C:61]([C:94](=[O:97])[NH:95][CH3:96])[C:60]=2[O:98][CH3:99])[CH:56]=[N:55]1. (5) Given the product [CH2:1]([S:4][C:5]1[CH:21]=[CH:20][CH:19]=[C:7]2[C:8]([N:10]([C:13]3[CH:18]=[CH:17][CH:16]=[CH:15][CH:14]=3)[C:11](=[O:12])[C:6]=12)=[O:9])[CH3:2], predict the reactants needed to synthesize it. The reactants are: [C:1](#N)[CH3:2].[SH:4][C:5]1[CH:21]=[CH:20][CH:19]=[C:7]2[C:8]([N:10]([C:13]3[CH:18]=[CH:17][CH:16]=[CH:15][CH:14]=3)[C:11](=[O:12])[C:6]=12)=[O:9].C(I)C.C(=O)([O-])[O-].[K+].[K+].